Dataset: Forward reaction prediction with 1.9M reactions from USPTO patents (1976-2016). Task: Predict the product of the given reaction. (1) Given the reactants [C:1]([C:4]1[N:9]=[C:8]([C:10](=O)[CH3:11])[CH:7]=[CH:6][CH:5]=1)(=[O:3])[CH3:2].[CH:13]([C:16]1[CH:21]=[CH:20][CH:19]=[C:18]([CH3:22])[C:17]=1[NH2:23])([CH3:15])[CH3:14].C1(C)C=CC(S(O)(=O)=O)=CC=1, predict the reaction product. The product is: [CH:13]([C:16]1[CH:21]=[CH:20][CH:19]=[C:18]([CH3:22])[C:17]=1[N:23]=[C:10]([C:8]1[N:9]=[C:4]([C:1](=[O:3])[CH3:2])[CH:5]=[CH:6][CH:7]=1)[CH3:11])([CH3:15])[CH3:14]. (2) Given the reactants [Cl:1][C:2]1[N:7]=[N:6][CH:5]=[C:4]([C:8](Cl)=[O:9])[CH:3]=1.[CH3:11][NH:12][CH3:13], predict the reaction product. The product is: [Cl:1][C:2]1[N:7]=[N:6][CH:5]=[C:4]([C:8]([N:12]([CH3:13])[CH3:11])=[O:9])[CH:3]=1. (3) Given the reactants [CH3:1][O:2][C:3]1[CH:8]=[CH:7][C:6]([NH:9][C:10](=[O:27])[C:11](=O)[C:12]2[C:20]3[CH:19]=[CH:18][CH:17]=[CH:16][C:15]=3[N:14]3[CH2:21][CH2:22][NH:23][CH2:24][CH2:25][C:13]=23)=[CH:5][CH:4]=1.C(O)(C(F)(F)F)=O.C([SiH](CC)CC)C, predict the reaction product. The product is: [CH3:1][O:2][C:3]1[CH:8]=[CH:7][C:6]([NH:9][C:10](=[O:27])[CH2:11][C:12]2[C:20]3[CH:19]=[CH:18][CH:17]=[CH:16][C:15]=3[N:14]3[CH2:21][CH2:22][NH:23][CH2:24][CH2:25][C:13]=23)=[CH:5][CH:4]=1.